From a dataset of Full USPTO retrosynthesis dataset with 1.9M reactions from patents (1976-2016). Predict the reactants needed to synthesize the given product. (1) Given the product [CH3:52][O:53][C:54](=[O:58])[CH2:55][CH2:56][NH:57][C:3]([C:5]1[C:6]([OH:34])=[C:7]2[C:12](=[C:13]([C:15]3[S:16][CH:17]=[CH:18][N:19]=3)[N:14]=1)[N:11]([CH2:20][C:21]1[CH:26]=[CH:25][CH:24]=[CH:23][CH:22]=1)[C:10](=[O:27])[C:9]([C:28]1[CH:29]=[CH:30][CH:31]=[CH:32][CH:33]=1)=[CH:8]2)=[O:2], predict the reactants needed to synthesize it. The reactants are: C[O:2][C:3]([C:5]1[C:6]([OH:34])=[C:7]2[C:12](=[C:13]([C:15]3[S:16][CH:17]=[CH:18][N:19]=3)[N:14]=1)[N:11]([CH2:20][C:21]1[CH:26]=[CH:25][CH:24]=[CH:23][CH:22]=1)[C:10](=[O:27])[C:9]([C:28]1[CH:33]=[CH:32][CH:31]=[CH:30][CH:29]=1)=[CH:8]2)=O.[OH-].[Na+].C1C=CC2N(O)N=NC=2C=1.C(Cl)CCl.Cl.[CH3:52][O:53][C:54](=[O:58])[CH2:55][CH2:56][NH2:57].CCN(C(C)C)C(C)C. (2) Given the product [CH2:1]([N:8]1[C:16]2[CH:15]=[CH:14][CH:13]=[C:12]([NH2:17])[C:11]=2[C:10]([CH3:20])=[N:9]1)[C:2]1[CH:3]=[CH:4][CH:5]=[CH:6][CH:7]=1, predict the reactants needed to synthesize it. The reactants are: [CH2:1]([N:8]1[C:16]2[C:11](=[C:12]([N+:17]([O-])=O)[CH:13]=[CH:14][CH:15]=2)[C:10]([CH3:20])=[N:9]1)[C:2]1[CH:7]=[CH:6][CH:5]=[CH:4][CH:3]=1.[Cl-].[NH4+].